From a dataset of Full USPTO retrosynthesis dataset with 1.9M reactions from patents (1976-2016). Predict the reactants needed to synthesize the given product. (1) Given the product [CH2:1]([N:3]([S:7][S:8][C:9]1[CH:14]=[CH:13][C:12]([S:15][S:16][N:3]([CH2:4][CH3:5])[CH2:1][CH3:2])=[CH:11][CH:10]=1)[CH2:4][CH3:5])[CH3:2], predict the reactants needed to synthesize it. The reactants are: [CH2:1]([NH:3][CH2:4][CH3:5])[CH3:2].Cl[S:7][S:8][C:9]1[CH:14]=[CH:13][C:12]([S:15][S:16]Cl)=[CH:11][CH:10]=1. (2) Given the product [NH3:13].[CH3:1][O:2][C:3]1[CH:8]=[C:7]([CH3:9])[C:6]([S:10]([N:13]([CH3:14])[CH2:15][C:16]2[O:20][C:19]([C:21]([N:36]3[CH2:35][CH2:34][CH:33]([CH2:32][CH2:31][N:26]4[CH2:30][CH2:29][CH2:28][CH2:27]4)[CH2:38][CH2:37]3)=[O:23])=[N:18][N:17]=2)(=[O:12])=[O:11])=[C:5]([CH3:25])[CH:4]=1, predict the reactants needed to synthesize it. The reactants are: [CH3:1][O:2][C:3]1[CH:8]=[C:7]([CH3:9])[C:6]([S:10]([N:13]([CH2:15][C:16]2[O:20][C:19]([C:21]([O:23]C)=O)=[N:18][N:17]=2)[CH3:14])(=[O:12])=[O:11])=[C:5]([CH3:25])[CH:4]=1.[N:26]1([CH2:31][CH2:32][CH:33]2[CH2:38][CH2:37][NH:36][CH2:35][CH2:34]2)[CH2:30][CH2:29][CH2:28][CH2:27]1.C[Al](C)C. (3) Given the product [Br:1][C:12]1[CH:11]=[C:10]([Br:18])[N:2]=[C:3]([C:4]([O:6][CH3:7])=[O:5])[C:8]=1[OH:9], predict the reactants needed to synthesize it. The reactants are: [BrH:1].[NH2:2][CH:3]([C:8]1[O:9][CH:10]=[CH:11][CH:12]=1)[C:4]([O:6][CH3:7])=[O:5].C([O-])(=O)C.[Na+].[Br:18]Br. (4) Given the product [Br:1][C:2]1[CH:3]=[C:4]2[C:9](=[CH:10][CH:11]=1)[N:8]=[C:7]([C:12]1[CH:13]=[CH:14][C:15]([C:18]([F:21])([F:19])[F:20])=[CH:16][CH:17]=1)[C:6]([CH3:22])=[C:5]2[C:23]([O:25][CH3:26])=[O:24], predict the reactants needed to synthesize it. The reactants are: [Br:1][C:2]1[CH:3]=[C:4]2[C:9](=[CH:10][CH:11]=1)[N:8]=[C:7]([C:12]1[CH:17]=[CH:16][C:15]([C:18]([F:21])([F:20])[F:19])=[CH:14][CH:13]=1)[C:6]([CH3:22])=[C:5]2[C:23]([OH:25])=[O:24].[CH3:26]S(C)=O.CI.C(=O)([O-])[O-].[Cs+].[Cs+]. (5) Given the product [F:22][C:13]1[C:14]([F:21])=[CH:15][C:16]([N+:18]([O-:20])=[O:19])=[CH:17][C:12]=1[CH2:11][OH:10], predict the reactants needed to synthesize it. The reactants are: C(=O)([O-])[O-].[K+].[K+].C([O:10][CH2:11][C:12]1[CH:17]=[C:16]([N+:18]([O-:20])=[O:19])[CH:15]=[C:14]([F:21])[C:13]=1[F:22])(=O)C. (6) Given the product [Br:14][C:15]1[CH:16]=[CH:17][C:18]([NH:21][C:6](=[O:11])[C:7]([F:8])([F:9])[F:10])=[N:19][CH:20]=1, predict the reactants needed to synthesize it. The reactants are: [F:8][C:7]([F:10])([F:9])[C:6](O[C:6](=[O:11])[C:7]([F:10])([F:9])[F:8])=[O:11].[Br:14][C:15]1[CH:16]=[CH:17][C:18]([NH2:21])=[N:19][CH:20]=1.N1C=CC=CC=1. (7) Given the product [O:18]=[S:2]1(=[O:1])[CH2:6][CH2:5][CH2:4][N:3]1[CH2:7][C:8]1[N:9]=[CH:10][C:11]([C:12]([N:31]2[CH2:32][CH2:33][N:28]([C:21]3[C:20]([CH3:19])=[CH:25][C:24]([CH3:26])=[C:23]([CH3:27])[N:22]=3)[CH2:29][CH2:30]2)=[O:14])=[CH:16][CH:17]=1, predict the reactants needed to synthesize it. The reactants are: [O:1]=[S:2]1(=[O:18])[CH2:6][CH2:5][CH2:4][N:3]1[CH2:7][C:8]1[CH:17]=[CH:16][C:11]([C:12]([O:14]C)=O)=[CH:10][N:9]=1.[CH3:19][C:20]1[C:21]([N:28]2[CH2:33][CH2:32][NH:31][CH2:30][CH2:29]2)=[N:22][C:23]([CH3:27])=[C:24]([CH3:26])[CH:25]=1. (8) Given the product [C:1]([O-:13])(=[O:12])[CH2:2][C:3]([CH2:8][C:9]([O-:11])=[O:10])([C:5]([O-:7])=[O:6])[OH:4].[Zn:14], predict the reactants needed to synthesize it. The reactants are: [C:1]([O-:13])(=[O:12])[CH2:2][C:3]([CH2:8][C:9]([O-:11])=[O:10])([C:5]([O-:7])=[O:6])[OH:4].[Zn:14].C(O)[C@H]1O[C@H](O[C@H]2O[C@H](CO)[C@@H](O)[C@H](O)[C@H]2O)[C@H](O)[C@@H](O)[C@@H]1O.N[C@H](C(O)=O)[C@H](CC)C. (9) The reactants are: [Cl:1][C:2]1[CH:8]=[CH:7][C:5]([NH2:6])=[CH:4][C:3]=1[C:9]1[CH:14]=[CH:13][CH:12]=[CH:11][N:10]=1.[OH:15][CH:16]([CH3:31])[CH2:17][S:18]([CH2:21][C:22]1[CH:30]=[CH:29][C:25]([C:26](O)=[O:27])=[CH:24][CH:23]=1)(=[O:20])=[O:19]. Given the product [Cl:1][C:2]1[CH:8]=[CH:7][C:5]([NH:6][C:26](=[O:27])[C:25]2[CH:29]=[CH:30][C:22]([CH2:21][S:18]([CH2:17][CH:16]([OH:15])[CH3:31])(=[O:20])=[O:19])=[CH:23][CH:24]=2)=[CH:4][C:3]=1[C:9]1[CH:14]=[CH:13][CH:12]=[CH:11][N:10]=1, predict the reactants needed to synthesize it.